Dataset: Reaction yield outcomes from USPTO patents with 853,638 reactions. Task: Predict the reaction yield, written as a fraction of the theoretical maximum amount of product (1.0 means a 100% yield; for example, 0.34 means a 34% yield). (1) The reactants are [NH2:1][C:2]1[N:7]=[CH:6][N:5]=[C:4]2[N:8]([CH:32]3[CH2:37][CH2:36][NH:35][CH2:34][CH2:33]3)[N:9]=[C:10]([C:11]3[CH:16]=[CH:15][C:14]([NH:17][C:18]([C:20]4[N:21]([CH3:29])[C:22]5[C:27]([CH:28]=4)=[CH:26][CH:25]=[CH:24][CH:23]=5)=[O:19])=[C:13]([O:30][CH3:31])[CH:12]=3)[C:3]=12.[CH:38](=O)[CH3:39].C(O[BH-](OC(=O)C)OC(=O)C)(=O)C.[Na+]. The catalyst is ClCCCl. The product is [NH2:1][C:2]1[N:7]=[CH:6][N:5]=[C:4]2[N:8]([CH:32]3[CH2:37][CH2:36][N:35]([CH2:38][CH3:39])[CH2:34][CH2:33]3)[N:9]=[C:10]([C:11]3[CH:16]=[CH:15][C:14]([NH:17][C:18]([C:20]4[N:21]([CH3:29])[C:22]5[C:27]([CH:28]=4)=[CH:26][CH:25]=[CH:24][CH:23]=5)=[O:19])=[C:13]([O:30][CH3:31])[CH:12]=3)[C:3]=12. The yield is 0.930. (2) The catalyst is C1COCC1.CN(C=O)C.C1COCC1. The yield is 0.870. The reactants are [CH2:1]([O:3][C:4](=[O:12])[CH2:5]P(OC)(OC)=O)[CH3:2].CC([O-])(C)C.[K+].[F:19][C:20]1[CH:27]=[C:26]([F:28])[CH:25]=[C:24]([F:29])[C:21]=1[CH:22]=O.[Cl-].[NH4+]. The product is [F:19][C:20]1[CH:27]=[C:26]([F:28])[CH:25]=[C:24]([F:29])[C:21]=1/[CH:22]=[CH:5]/[C:4]([O:3][CH2:1][CH3:2])=[O:12].